From a dataset of Forward reaction prediction with 1.9M reactions from USPTO patents (1976-2016). Predict the product of the given reaction. (1) Given the reactants [CH2:1]([O:3][C:4]([C:6]1[C:7]([C:17]2[CH:22]=[CH:21][C:20]([NH2:23])=[CH:19][CH:18]=2)=[C:8]2[N:13]([C:14]=1[Br:15])[N:12]=[CH:11][N:10]=[C:9]2[NH2:16])=[O:5])[CH3:2].C(N(CC)CC)C.C1([O:37][C:38](=O)[NH:39][C:40]2[CH:45]=[C:44]([C:46]([F:49])([F:48])[F:47])[CH:43]=[CH:42][N:41]=2)C=CC=CC=1, predict the reaction product. The product is: [NH2:16][C:9]1[C:8]2=[C:7]([C:17]3[CH:18]=[CH:19][C:20]([NH:23][C:38]([NH:39][C:40]4[CH:45]=[C:44]([C:46]([F:48])([F:47])[F:49])[CH:43]=[CH:42][N:41]=4)=[O:37])=[CH:21][CH:22]=3)[C:6]([C:4]([O:3][CH2:1][CH3:2])=[O:5])=[C:14]([Br:15])[N:13]2[N:12]=[CH:11][N:10]=1. (2) Given the reactants [NH2:1][C@@H:2]1[CH2:7][CH2:6][N:5]([C:8]([O:10][CH2:11][C:12]2[CH:17]=[CH:16][CH:15]=[CH:14][CH:13]=2)=[O:9])[CH2:4][C@H:3]1[OH:18].[C:19](O[C:19]([O:21][C:22]([CH3:25])([CH3:24])[CH3:23])=[O:20])([O:21][C:22]([CH3:25])([CH3:24])[CH3:23])=[O:20].C(=O)(O)[O-].[Na+], predict the reaction product. The product is: [C:22]([O:21][C:19]([NH:1][C@@H:2]1[CH2:7][CH2:6][N:5]([C:8]([O:10][CH2:11][C:12]2[CH:13]=[CH:14][CH:15]=[CH:16][CH:17]=2)=[O:9])[CH2:4][C@H:3]1[OH:18])=[O:20])([CH3:25])([CH3:24])[CH3:23]. (3) Given the reactants [CH3:1][C:2]1[C:6]2[CH:7]=[CH:8][C:9]([C:11]([F:14])([F:13])[F:12])=[CH:10][C:5]=2[S:4][C:3]=1[CH:15]([CH2:19][CH2:20][CH2:21][CH3:22])[CH2:16][CH2:17]O.C1(P(C2C=CC=CC=2)C2C=CC=CC=2)C=CC=CC=1.C(Br)(Br)(Br)[Br:43], predict the reaction product. The product is: [Br:43][CH2:17][CH2:16][CH:15]([C:3]1[S:4][C:5]2[CH:10]=[C:9]([C:11]([F:14])([F:13])[F:12])[CH:8]=[CH:7][C:6]=2[C:2]=1[CH3:1])[CH2:19][CH2:20][CH2:21][CH3:22]. (4) Given the reactants [CH2:1]([C:3]1[C:12]2[C:7](=[CH:8][CH:9]=[CH:10][CH:11]=2)[C:6]([C:13](Cl)=[O:14])=[CH:5][CH:4]=1)[CH3:2].[NH2:16][C:17]1[C:18]([C:23]([O:25][CH3:26])=[O:24])=[N:19][CH:20]=[CH:21][N:22]=1, predict the reaction product. The product is: [CH2:1]([C:3]1[C:12]2[C:7](=[CH:8][CH:9]=[CH:10][CH:11]=2)[C:6]([C:13]([NH:16][C:17]2[C:18]([C:23]([O:25][CH3:26])=[O:24])=[N:19][CH:20]=[CH:21][N:22]=2)=[O:14])=[CH:5][CH:4]=1)[CH3:2]. (5) Given the reactants [CH2:1]([CH:5]1[CH2:10][CH2:9][CH:8]([S:11]([CH2:14][S:15]([CH:18]2[CH2:23][CH2:22][CH:21]([CH2:24][CH2:25][CH2:26][CH3:27])[CH2:20][CH2:19]2)(=[O:17])=[O:16])(=[O:13])=[O:12])[CH2:7][CH2:6]1)[CH2:2][CH2:3][CH3:4].C1(C)C=CC(S([N:37]=[N+:38]=[N-])(=O)=O)=CC=1.O.Cl, predict the reaction product. The product is: [CH2:1]([CH:5]1[CH2:6][CH2:7][CH:8]([S:11]([C:14]([S:15]([CH:18]2[CH2:23][CH2:22][CH:21]([CH2:24][CH2:25][CH2:26][CH3:27])[CH2:20][CH2:19]2)(=[O:17])=[O:16])=[N+:37]=[N-:38])(=[O:13])=[O:12])[CH2:9][CH2:10]1)[CH2:2][CH2:3][CH3:4]. (6) Given the reactants Br[C:2]1[N:6](S(C2C=NC=CC=2)(=O)=O)[CH:5]=[C:4]([CH2:16][N:17]([CH3:25])[C:18](=[O:24])[O:19][C:20]([CH3:23])([CH3:22])[CH3:21])[CH:3]=1.[Cl:26][C:27]1[CH:32]=[CH:31][C:30](B(O)O)=[C:29]([F:36])[CH:28]=1.C(=O)([O-])[O-].[Na+].[Na+], predict the reaction product. The product is: [Cl:26][C:27]1[CH:32]=[CH:31][C:30]([C:2]2[NH:6][CH:5]=[C:4]([CH2:16][N:17]([CH3:25])[C:18](=[O:24])[O:19][C:20]([CH3:21])([CH3:22])[CH3:23])[CH:3]=2)=[C:29]([F:36])[CH:28]=1.